Dataset: Full USPTO retrosynthesis dataset with 1.9M reactions from patents (1976-2016). Task: Predict the reactants needed to synthesize the given product. (1) Given the product [Cl:8][C:9]1[CH:14]=[C:13]([Cl:15])[C:12]([O:16][CH3:17])=[CH:11][C:10]=1[NH:18][C:19]1[C:24]([C:25]#[N:26])=[CH:23][N:22]=[C:21]2[CH:27]=[C:28]([C:30]3[CH:35]=[CH:34][C:33]([CH2:36][N:5]4[CH2:6][CH2:7][CH:2]([OH:1])[CH2:3][CH2:4]4)=[CH:32][CH:31]=3)[S:29][C:20]=12, predict the reactants needed to synthesize it. The reactants are: [OH:1][CH:2]1[CH2:7][CH2:6][NH:5][CH2:4][CH2:3]1.[Cl:8][C:9]1[CH:14]=[C:13]([Cl:15])[C:12]([O:16][CH3:17])=[CH:11][C:10]=1[NH:18][C:19]1[C:24]([C:25]#[N:26])=[CH:23][N:22]=[C:21]2[CH:27]=[C:28]([C:30]3[CH:35]=[CH:34][C:33]([CH:36]=O)=[CH:32][CH:31]=3)[S:29][C:20]=12.C(O[BH-](OC(=O)C)OC(=O)C)(=O)C.[Na+]. (2) Given the product [ClH:29].[CH:1]1([CH2:4][N:5]([C:10]2[CH:11]=[CH:12][C:13]([O:20][CH2:21][CH2:22][N:23]3[CH2:24][CH2:25][O:26][CH2:27][CH2:28]3)=[C:14]([CH:19]=2)[C:15]([OH:17])=[O:16])[S:6]([CH3:9])(=[O:8])=[O:7])[CH2:3][CH2:2]1, predict the reactants needed to synthesize it. The reactants are: [CH:1]1([CH2:4][N:5]([C:10]2[CH:11]=[CH:12][C:13]([O:20][CH2:21][CH2:22][N:23]3[CH2:28][CH2:27][O:26][CH2:25][CH2:24]3)=[C:14]([CH:19]=2)[C:15]([O:17]C)=[O:16])[S:6]([CH3:9])(=[O:8])=[O:7])[CH2:3][CH2:2]1.[ClH:29].